From a dataset of Catalyst prediction with 721,799 reactions and 888 catalyst types from USPTO. Predict which catalyst facilitates the given reaction. (1) Reactant: Cl[C:2]1[CH:7]=[CH:6][N:5]=[C:4]2[N:8]([CH2:13][O:14][CH2:15][CH2:16][Si:17]([CH3:20])([CH3:19])[CH3:18])[CH:9]=[C:10]([C:11]#[N:12])[C:3]=12.[Cl:21][C:22]1[CH:27]=[C:26]([Cl:28])[C:25]([O:29][CH3:30])=[CH:24][C:23]=1B(O)O.P([O-])([O-])([O-])=O.[K+].[K+].[K+]. Product: [Cl:21][C:22]1[CH:27]=[C:26]([Cl:28])[C:25]([O:29][CH3:30])=[CH:24][C:23]=1[C:2]1[CH:7]=[CH:6][N:5]=[C:4]2[N:8]([CH2:13][O:14][CH2:15][CH2:16][Si:17]([CH3:20])([CH3:19])[CH3:18])[CH:9]=[C:10]([C:11]#[N:12])[C:3]=12. The catalyst class is: 155. (2) Product: [CH3:25][S:35]([C:3]1[N:8]=[C:7]([C:9]2[CH:14]=[CH:13][C:12]([Cl:15])=[CH:11][C:10]=2[Cl:16])[C:6]([C:17]2[CH:22]=[CH:21][C:20]([Cl:23])=[CH:19][CH:18]=2)=[CH:5][N:4]=1)(=[O:38])=[O:36]. The catalyst class is: 2. Reactant: CS[C:3]1[N:8]=[C:7]([C:9]2[CH:14]=[CH:13][C:12]([Cl:15])=[CH:11][C:10]=2[Cl:16])[C:6]([C:17]2[CH:22]=[CH:21][C:20]([Cl:23])=[CH:19][CH:18]=2)=[CH:5][N:4]=1.Cl[C:25]1C=CC=C(C(OO)=O)C=1.[S:35](=[O:38])(O)[O-:36].[Na+]. (3) Reactant: [OH:1][C@@H:2]1[CH2:6][NH:5][CH2:4][C@H:3]1[NH:7][C:8](=[O:23])[CH2:9][NH:10][C:11](=[O:22])[C:12]1[CH:17]=[CH:16][CH:15]=[C:14]([C:18]([F:21])([F:20])[F:19])[CH:13]=1.[CH3:24][O:25][C:26]1[N:31]=[CH:30][C:29]([N:32]2[CH2:37][CH2:36][C:35](=O)[CH2:34][CH2:33]2)=[CH:28][CH:27]=1.C(O[BH-](OC(=O)C)OC(=O)C)(=O)C.[Na+].C([O-])(O)=O.[Na+]. Product: [OH:1][C@H:2]1[CH2:6][N:5]([CH:35]2[CH2:36][CH2:37][N:32]([C:29]3[CH:30]=[N:31][C:26]([O:25][CH3:24])=[CH:27][CH:28]=3)[CH2:33][CH2:34]2)[CH2:4][C@@H:3]1[NH:7][C:8](=[O:23])[CH2:9][NH:10][C:11](=[O:22])[C:12]1[CH:17]=[CH:16][CH:15]=[C:14]([C:18]([F:20])([F:21])[F:19])[CH:13]=1. The catalyst class is: 138. (4) Reactant: F[C:2]1[CH:7]=[CH:6][C:5]([N+:8]([O-:10])=[O:9])=[CH:4][CH:3]=1.C(O)(=O)C(O)=O.[CH2:17]1[C:20]2([CH2:25][CH2:24][O:23][CH2:22][CH2:21]2)[CH2:19][NH:18]1.C(=O)([O-])[O-].[K+].[K+]. Product: [N+:8]([C:5]1[CH:6]=[CH:7][C:2]([N:18]2[CH2:19][C:20]3([CH2:25][CH2:24][O:23][CH2:22][CH2:21]3)[CH2:17]2)=[CH:3][CH:4]=1)([O-:10])=[O:9]. The catalyst class is: 115. (5) Reactant: C(OC([N:8]1[CH2:13][CH2:12][CH:11]([C:14]2[O:15][C:16]([C:27]3[CH:32]=[CH:31][C:30]([F:33])=[CH:29][CH:28]=3)=[C:17]([C:19]3[CH:24]=[CH:23][C:22]([O:25][CH3:26])=[CH:21][CH:20]=3)[N:18]=2)[CH2:10][CH2:9]1)=O)(C)(C)C.FC(F)(F)C(O)=O. Product: [F:33][C:30]1[CH:31]=[CH:32][C:27]([C:16]2[O:15][C:14]([CH:11]3[CH2:10][CH2:9][NH:8][CH2:13][CH2:12]3)=[N:18][C:17]=2[C:19]2[CH:20]=[CH:21][C:22]([O:25][CH3:26])=[CH:23][CH:24]=2)=[CH:28][CH:29]=1. The catalyst class is: 4. (6) Reactant: [Si:1]([O:8][CH2:9][C@H:10]([CH2:26][CH2:27][OH:28])[CH2:11][C@H:12]1[CH2:16][O:15][C:14]([CH3:18])([CH3:17])[N:13]1[C:19]([O:21][C:22]([CH3:25])([CH3:24])[CH3:23])=[O:20])([C:4]([CH3:7])([CH3:6])[CH3:5])([CH3:3])[CH3:2].[CH3:29][S:30](Cl)(=[O:32])=[O:31]. Product: [Si:1]([O:8][CH2:9][C@H:10]([CH2:26][CH2:27][O:28][S:30]([CH3:29])(=[O:32])=[O:31])[CH2:11][C@H:12]1[CH2:16][O:15][C:14]([CH3:18])([CH3:17])[N:13]1[C:19]([O:21][C:22]([CH3:25])([CH3:24])[CH3:23])=[O:20])([C:4]([CH3:7])([CH3:5])[CH3:6])([CH3:3])[CH3:2]. The catalyst class is: 2. (7) Reactant: Cl.[CH3:2][NH:3][O:4][CH3:5].[C:6]([OH:14])(=O)[C:7]1[CH:12]=[CH:11][CH:10]=[CH:9][CH:8]=1.CCN=C=NCCCN(C)C.Cl.CN1CCOCC1. Product: [CH3:5][O:4][N:3]([CH3:2])[C:6](=[O:14])[C:7]1[CH:12]=[CH:11][CH:10]=[CH:9][CH:8]=1. The catalyst class is: 4. (8) Reactant: [CH2:1]([C@H:8]([NH:37][C:38](=[O:48])[O:39][C@@H:40]1[C@H:47]2[C@H:43]([O:44][CH2:45][CH2:46]2)[O:42][CH2:41]1)[C@H:9]([OH:36])[CH2:10][N:11]([S:19]([C:22]1[CH:27]=[CH:26][CH:25]=[C:24]([O:28]CC2C=CC=CC=2)[CH:23]=1)(=[O:21])=[O:20])[O:12][CH:13]1[CH2:18][CH2:17][CH2:16][CH2:15][CH2:14]1)[C:2]1[CH:7]=[CH:6][CH:5]=[CH:4][CH:3]=1. Product: [CH2:1]([C@H:8]([NH:37][C:38](=[O:48])[O:39][C@@H:40]1[C@H:47]2[C@H:43]([O:44][CH2:45][CH2:46]2)[O:42][CH2:41]1)[C@H:9]([OH:36])[CH2:10][N:11]([O:12][CH:13]1[CH2:18][CH2:17][CH2:16][CH2:15][CH2:14]1)[S:19]([C:22]1[CH:27]=[CH:26][CH:25]=[C:24]([OH:28])[CH:23]=1)(=[O:21])=[O:20])[C:2]1[CH:3]=[CH:4][CH:5]=[CH:6][CH:7]=1. The catalyst class is: 78. (9) Reactant: S(Cl)([Cl:4])(=O)=O.[NH2:6][C:7]([NH2:25])=[N:8][C:9]([C:11]1[CH:23]=[CH:22][C:21]2[C:20]3[C:15](=[CH:16][CH:17]=[CH:18][CH:19]=3)[CH:14](O)[C:13]=2[CH:12]=1)=[O:10]. Product: [Cl:4][CH:14]1[C:13]2[CH:12]=[C:11]([C:9]([N:8]=[C:7]([NH2:25])[NH2:6])=[O:10])[CH:23]=[CH:22][C:21]=2[C:20]2[C:15]1=[CH:16][CH:17]=[CH:18][CH:19]=2. The catalyst class is: 2. (10) Reactant: [CH3:1][S:2]([O:5][CH2:6][CH2:7][C:8]1[N:20]=[C:19]2[N:10]([C:11]([NH:26]CC3C=CC(OC)=CC=3OC)=[N:12][C:13]3[C:18]2=[CH:17][CH:16]=[C:15]2[O:21][C:22]([F:25])([F:24])[O:23][C:14]=32)[N:9]=1)(=[O:4])=[O:3].FC(F)(F)C(O)=O. Product: [CH3:1][S:2]([O:5][CH2:6][CH2:7][C:8]1[N:20]=[C:19]2[N:10]([C:11]([NH2:26])=[N:12][C:13]3[C:18]2=[CH:17][CH:16]=[C:15]2[O:21][C:22]([F:25])([F:24])[O:23][C:14]=32)[N:9]=1)(=[O:3])=[O:4]. The catalyst class is: 4.